This data is from NCI-60 drug combinations with 297,098 pairs across 59 cell lines. The task is: Regression. Given two drug SMILES strings and cell line genomic features, predict the synergy score measuring deviation from expected non-interaction effect. (1) Drug 1: CCCS(=O)(=O)NC1=C(C(=C(C=C1)F)C(=O)C2=CNC3=C2C=C(C=N3)C4=CC=C(C=C4)Cl)F. Drug 2: C#CCC(CC1=CN=C2C(=N1)C(=NC(=N2)N)N)C3=CC=C(C=C3)C(=O)NC(CCC(=O)O)C(=O)O. Cell line: HCT116. Synergy scores: CSS=-0.929, Synergy_ZIP=-6.36, Synergy_Bliss=-13.6, Synergy_Loewe=-46.0, Synergy_HSA=-15.5. (2) Drug 1: C1=CC(=CC=C1CC(C(=O)O)N)N(CCCl)CCCl.Cl. Drug 2: C1CN(P(=O)(OC1)NCCCl)CCCl. Cell line: OVCAR3. Synergy scores: CSS=10.9, Synergy_ZIP=-3.09, Synergy_Bliss=-0.483, Synergy_Loewe=-2.91, Synergy_HSA=-2.94. (3) Drug 1: CC1=C(C(CCC1)(C)C)C=CC(=CC=CC(=CC(=O)O)C)C. Drug 2: C1CC(=O)NC(=O)C1N2C(=O)C3=CC=CC=C3C2=O. Cell line: SNB-75. Synergy scores: CSS=-3.65, Synergy_ZIP=-0.163, Synergy_Bliss=-1.81, Synergy_Loewe=-2.66, Synergy_HSA=-2.71.